Dataset: Catalyst prediction with 721,799 reactions and 888 catalyst types from USPTO. Task: Predict which catalyst facilitates the given reaction. (1) Reactant: [F:1][C:2]1[CH:11]=[CH:10][CH:9]=[C:8]2[C:3]=1[C:4]([OH:26])=[C:5]([C:15]([NH:17][CH2:18][C:19]([O:21]C(C)(C)C)=[O:20])=[O:16])[C:6](=[O:14])[C:7]2([CH3:13])[CH3:12]. Product: [F:1][C:2]1[CH:11]=[CH:10][CH:9]=[C:8]2[C:3]=1[C:4]([OH:26])=[C:5]([C:15]([NH:17][CH2:18][C:19]([OH:21])=[O:20])=[O:16])[C:6](=[O:14])[C:7]2([CH3:13])[CH3:12]. The catalyst class is: 67. (2) Reactant: [Cl:1][C:2]1[CH:3]=[C:4]([OH:13])[CH:5]=[N:6][C:7]=1[O:8][CH2:9][CH:10]([CH3:12])[CH3:11].C(=O)([O-])[O-].[K+].[K+].[C:20]([C:22]1[CH:23]=[C:24]([CH:28]=[CH:29][C:30]=1F)[C:25]([OH:27])=[O:26])#[N:21]. Product: [Cl:1][C:2]1[CH:3]=[C:4]([O:13][C:30]2[CH:29]=[CH:28][C:24]([C:25]([OH:27])=[O:26])=[CH:23][C:22]=2[C:20]#[N:21])[CH:5]=[N:6][C:7]=1[O:8][CH2:9][CH:10]([CH3:11])[CH3:12]. The catalyst class is: 197. (3) The catalyst class is: 10. Product: [O:25]=[C:19]1[CH:18]([N:12]2[CH2:11][C:10]3[C:14](=[CH:15][CH:16]=[C:8]([CH2:7][NH:6][C:33](=[O:34])[C:32]4[CH:31]=[CH:30][C:29]([O:28][CH2:26][CH3:27])=[CH:37][CH:36]=4)[CH:9]=3)[C:13]2=[O:17])[CH2:23][CH2:22][C:21](=[O:24])[NH:20]1. Reactant: CS(O)(=O)=O.[NH2:6][CH2:7][C:8]1[CH:9]=[C:10]2[C:14](=[CH:15][CH:16]=1)[C:13](=[O:17])[N:12]([CH:18]1[CH2:23][CH2:22][C:21](=[O:24])[NH:20][C:19]1=[O:25])[CH2:11]2.[CH2:26]([O:28][C:29]1[CH:37]=[CH:36][C:32]([C:33](Cl)=[O:34])=[CH:31][CH:30]=1)[CH3:27].Cl. (4) Reactant: [NH2:1][C:2]1[C:7]([N+:8]([O-])=O)=[C:6]([N:11]2[CH2:16][CH2:15][N:14]([CH2:17][C:18]([NH:20][C:21]3[S:22][CH:23]=[CH:24][N:25]=3)=[O:19])[CH2:13][CH2:12]2)[C:5]([Br:26])=[CH:4][N:3]=1.[O-]S(S([O-])=O)=O.[Na+].[Na+]. Product: [NH2:1][C:2]1[C:7]([NH2:8])=[C:6]([N:11]2[CH2:16][CH2:15][N:14]([CH2:17][C:18]([NH:20][C:21]3[S:22][CH:23]=[CH:24][N:25]=3)=[O:19])[CH2:13][CH2:12]2)[C:5]([Br:26])=[CH:4][N:3]=1. The catalyst class is: 8. (5) The catalyst class is: 5. Product: [CH3:19][C:15]1[CH:14]=[C:13]([CH:18]=[CH:17][CH:16]=1)[NH:12][CH2:10][C:3]1[C:4]([CH3:9])([CH3:8])[CH2:5][CH2:6][CH2:7][C:2]=1[CH3:1]. Reactant: [CH3:1][C:2]1[CH2:7][CH2:6][CH2:5][C:4]([CH3:9])([CH3:8])[C:3]=1[CH:10]=O.[NH2:12][C:13]1[CH:18]=[CH:17][CH:16]=[C:15]([CH3:19])[CH:14]=1.C(O)(=O)C.[Na]. (6) Reactant: [OH:1][C:2]1[C:6]([CH2:7][CH2:8][C:9]([O:11][CH2:12][CH3:13])=[O:10])=[CH:5][N:4]([C:14]2[CH:19]=[CH:18][CH:17]=[CH:16][CH:15]=2)[N:3]=1.Cl[CH2:21][C:22]1[CH:40]=[CH:39][C:25]([O:26][CH2:27][C:28]2[N:29]=[C:30]([C:34]3[O:35][CH:36]=[CH:37][CH:38]=3)[O:31][C:32]=2[CH3:33])=[C:24]([O:41][CH3:42])[CH:23]=1.C(=O)([O-])[O-].[K+].[K+].CN(C)C=O. Product: [O:35]1[CH:36]=[CH:37][CH:38]=[C:34]1[C:30]1[O:31][C:32]([CH3:33])=[C:28]([CH2:27][O:26][C:25]2[CH:39]=[CH:40][C:22]([CH2:21][O:1][C:2]3[C:6]([CH2:7][CH2:8][C:9]([O:11][CH2:12][CH3:13])=[O:10])=[CH:5][N:4]([C:14]4[CH:15]=[CH:16][CH:17]=[CH:18][CH:19]=4)[N:3]=3)=[CH:23][C:24]=2[O:41][CH3:42])[N:29]=1. The catalyst class is: 6.